From a dataset of Reaction yield outcomes from USPTO patents with 853,638 reactions. Predict the reaction yield, written as a fraction of the theoretical maximum amount of product (1.0 means a 100% yield; for example, 0.34 means a 34% yield). (1) The reactants are [N:1]1([CH2:7][C:8]2[S:9][C:10]([NH:13][CH:14]=[C:15]([C:21]([O:23][CH2:24][CH3:25])=[O:22])[C:16]([O:18][CH2:19][CH3:20])=[O:17])=[CH:11][N:12]=2)[CH2:6][CH2:5][O:4][CH2:3][CH2:2]1.[C:26]([O-])([O-])=O.[K+].[K+].IC. The catalyst is CN(C=O)C. The product is [CH3:26][N:13]([CH:14]=[C:15]([C:21]([O:23][CH2:24][CH3:25])=[O:22])[C:16]([O:18][CH2:19][CH3:20])=[O:17])[C:10]1[S:9][C:8]([CH2:7][N:1]2[CH2:6][CH2:5][O:4][CH2:3][CH2:2]2)=[N:12][CH:11]=1. The yield is 0.630. (2) The reactants are CC1(C)C2C=CC=C(P(C3C=CC=CC=3)C3C=CC=CC=3)C=2OC2C1=CC=CC=2P(C1C=CC=CC=1)C1C=CC=CC=1.Br[C:44]1[CH:53]=[C:52]2[C:47]([CH:48]=[CH:49][C:50]([C:54]3[N:58]4[CH:59]=[C:60]([C@@H:63]([N:68]5[CH2:72][CH2:71][C@H:70]([NH:73][C:74](=[O:80])[O:75][C:76]([CH3:79])([CH3:78])[CH3:77])[CH2:69]5)[C:64]([F:67])([F:66])[F:65])[CH:61]=[CH:62][C:57]4=[N:56][N:55]=3)=[N:51]2)=[CH:46][CH:45]=1.[CH2:81]([SH:83])[CH3:82].CCN(C(C)C)C(C)C. The catalyst is O1CCOCC1.C1C=CC(/C=C/C(/C=C/C2C=CC=CC=2)=O)=CC=1.C1C=CC(/C=C/C(/C=C/C2C=CC=CC=2)=O)=CC=1.C1C=CC(/C=C/C(/C=C/C2C=CC=CC=2)=O)=CC=1.[Pd].[Pd].C(Cl)(Cl)Cl. The product is [CH2:81]([S:83][C:44]1[CH:53]=[C:52]2[C:47]([CH:48]=[CH:49][C:50]([C:54]3[N:58]4[CH:59]=[C:60]([C@@H:63]([N:68]5[CH2:72][CH2:71][C@H:70]([NH:73][C:74](=[O:80])[O:75][C:76]([CH3:79])([CH3:78])[CH3:77])[CH2:69]5)[C:64]([F:67])([F:66])[F:65])[CH:61]=[CH:62][C:57]4=[N:56][N:55]=3)=[N:51]2)=[CH:46][CH:45]=1)[CH3:82]. The yield is 0.654. (3) The reactants are Cl[C:2]1[C:7]([C:8]#[N:9])=[CH:6][CH:5]=[CH:4][N:3]=1.[F:10][C:11]1[CH:12]=[C:13](B(O)O)[CH:14]=[CH:15][CH:16]=1. No catalyst specified. The product is [F:10][C:11]1[CH:16]=[C:15]([C:2]2[N:3]=[CH:4][CH:5]=[CH:6][C:7]=2[C:8]#[N:9])[CH:14]=[CH:13][CH:12]=1. The yield is 0.910. (4) The reactants are [C:1]([O:5][C:6]([NH:8][C:9]1[CH:18]=[CH:17][C:12]([C:13]([O:15]C)=[O:14])=[C:11]([OH:19])[CH:10]=1)=[O:7])([CH3:4])([CH3:3])[CH3:2]. The catalyst is [OH-].[Na+].O1CCOCC1. The product is [C:1]([O:5][C:6]([NH:8][C:9]1[CH:18]=[CH:17][C:12]([C:13]([OH:15])=[O:14])=[C:11]([OH:19])[CH:10]=1)=[O:7])([CH3:4])([CH3:2])[CH3:3]. The yield is 0.990. (5) The reactants are [Br:1][C:2]1[CH:21]=[CH:20][C:5]2[C:6]([CH3:19])=[C:7]([C:9]([C:11]3[CH:16]=[CH:15][C:14]([Cl:17])=[CH:13][C:12]=3[Cl:18])=[O:10])[O:8][C:4]=2[CH:3]=1.N(C(C)(C)C#N)=NC(C)(C)C#N.[Br:34]N1C(=O)CCC1=O. The catalyst is C(Cl)(Cl)(Cl)Cl. The product is [Br:1][C:2]1[CH:21]=[CH:20][C:5]2[C:6]([CH2:19][Br:34])=[C:7]([C:9]([C:11]3[CH:16]=[CH:15][C:14]([Cl:17])=[CH:13][C:12]=3[Cl:18])=[O:10])[O:8][C:4]=2[CH:3]=1. The yield is 0.650.